This data is from Reaction yield outcomes from USPTO patents with 853,638 reactions. The task is: Predict the reaction yield, written as a fraction of the theoretical maximum amount of product (1.0 means a 100% yield; for example, 0.34 means a 34% yield). The reactants are [F:1][C:2]1[CH:3]=[C:4](B(O)O)[CH:5]=[N:6][C:7]=1[O:8][CH3:9].FC(F)(F)S(O[C:19]1[CH:28]=[CH:27][CH:26]=[C:25]2[C:20]=1[CH2:21][C@H:22]([N:29]([CH2:37][C:38]1[CH:43]=[CH:42][CH:41]=[CH:40][CH:39]=1)[CH2:30][C:31]1[CH:36]=[CH:35][CH:34]=[CH:33][CH:32]=1)[CH2:23][O:24]2)(=O)=O. No catalyst specified. The product is [CH2:37]([N:29]([CH2:30][C:31]1[CH:36]=[CH:35][CH:34]=[CH:33][CH:32]=1)[C@H:22]1[CH2:21][C:20]2[C:25](=[CH:26][CH:27]=[CH:28][C:19]=2[C:4]2[CH:5]=[N:6][C:7]([O:8][CH3:9])=[C:2]([F:1])[CH:3]=2)[O:24][CH2:23]1)[C:38]1[CH:39]=[CH:40][CH:41]=[CH:42][CH:43]=1. The yield is 0.710.